Dataset: Reaction yield outcomes from USPTO patents with 853,638 reactions. Task: Predict the reaction yield, written as a fraction of the theoretical maximum amount of product (1.0 means a 100% yield; for example, 0.34 means a 34% yield). (1) The reactants are [Cl:1][C:2]1[CH:7]=[C:6]([O:8][CH3:9])[CH:5]=[CH:4][C:3]=1[CH3:10].[Br:11]N1C(=O)CCC1=O. The catalyst is C(Cl)(Cl)(Cl)Cl.C(OOC(=O)C1C=CC=CC=1)(=O)C1C=CC=CC=1. The product is [Br:11][CH2:10][C:3]1[CH:4]=[CH:5][C:6]([O:8][CH3:9])=[CH:7][C:2]=1[Cl:1]. The yield is 0.980. (2) The reactants are [Cl:1][C:2]1[CH:3]=[C:4]2[C:8](=[CH:9][CH:10]=1)[N:7]([C:11]1[N:15]([CH3:16])[N:14]=[C:13]([CH3:17])[C:12]=1[CH2:18][OH:19])[CH:6]=[CH:5]2.[CH2:20]([S:25]([NH2:28])(=[O:27])=[O:26])[CH2:21][CH2:22][CH2:23][CH3:24].N12CCCN=C1CCCCC2.Cl.CN(C)[CH:43]=[O:44]. The catalyst is CN(C)C1C=CN=CC=1. The product is [CH2:20]([S:25]([NH:28][C:43](=[O:44])[O:19][CH2:18][C:12]1[C:13]([CH3:17])=[N:14][N:15]([CH3:16])[C:11]=1[N:7]1[C:8]2[C:4](=[CH:3][C:2]([Cl:1])=[CH:10][CH:9]=2)[CH:5]=[CH:6]1)(=[O:27])=[O:26])[CH2:21][CH2:22][CH2:23][CH3:24]. The yield is 0.380. (3) The reactants are C(OC([N:8]1[CH2:14][CH2:13][CH2:12][N:11]([C:15]2[CH:16]=[C:17]([CH:25]([CH3:27])[CH3:26])[CH:18]=[C:19]3[C:24]=2[N:23]=[CH:22][CH:21]=[CH:20]3)[CH2:10][CH2:9]1)=O)(C)(C)C.[ClH:28]. The catalyst is CO.O1CCOCC1. The product is [ClH:28].[ClH:28].[N:11]1([C:15]2[CH:16]=[C:17]([CH:25]([CH3:27])[CH3:26])[CH:18]=[C:19]3[C:24]=2[N:23]=[CH:22][CH:21]=[CH:20]3)[CH2:12][CH2:13][CH2:14][NH:8][CH2:9][CH2:10]1. The yield is 1.00. (4) The yield is 0.360. The reactants are [F:1][C:2]1[CH:7]=[CH:6][C:5]([C:8]2[CH:17]=[CH:16][N:15]=[C:14]3[C:9]=2[CH:10]=[CH:11][C:12](=[O:18])[NH:13]3)=[CH:4][CH:3]=1.[F:19][C:20]1[CH:25]=[CH:24][C:23](B(O)O)=[CH:22][CH:21]=1.C(N(CC)CC)C.FOB(C1C=CC=CC=1)O. The product is [F:19][C:20]1[CH:25]=[CH:24][C:23]([N:13]2[C:14]3[C:9](=[C:8]([C:5]4[CH:4]=[CH:3][C:2]([F:1])=[CH:7][CH:6]=4)[CH:17]=[CH:16][N:15]=3)[CH:10]=[CH:11][C:12]2=[O:18])=[CH:22][CH:21]=1. The catalyst is ClCCl.C([O-])(=O)C.[Cu+2].C([O-])(=O)C.N1C=CC=CC=1.